The task is: Predict the reactants needed to synthesize the given product.. This data is from Retrosynthesis with 50K atom-mapped reactions and 10 reaction types from USPTO. (1) Given the product COC(=O)[C@@H]1CNCCN1C(=O)c1cc2ccccc2cc1NC(=O)Nc1c(C)cc(C)cc1C, predict the reactants needed to synthesize it. The reactants are: COC(=O)[C@@H]1CN(C(=O)OC(C)(C)C)CCN1C(=O)c1cc2ccccc2cc1NC(=O)Nc1c(C)cc(C)cc1C. (2) Given the product Cc1ccc(Oc2ncc(N)cn2)c2c1OCC21CC1, predict the reactants needed to synthesize it. The reactants are: Cc1ccc(Oc2ncc([N+](=O)[O-])cn2)c2c1OCC21CC1. (3) Given the product NC(=O)c1cc(-c2cccc(F)c2)cc2c(C3CCN(S(=O)(=O)CCCN4CCOCC4)CC3)n[nH]c12, predict the reactants needed to synthesize it. The reactants are: C1COCCN1.NC(=O)c1cc(-c2cccc(F)c2)cc2c(C3CCN(S(=O)(=O)CCCCl)CC3)n[nH]c12. (4) Given the product CCCCCOc1ccc2c(c1)Cc1cc(Br)ccc1-2, predict the reactants needed to synthesize it. The reactants are: CCCCCBr.Oc1ccc2c(c1)Cc1cc(Br)ccc1-2. (5) The reactants are: N#Cc1cccc(CBr)c1.O=[N+]([O-])c1cn[nH]c1. Given the product N#Cc1cccc(Cn2cc([N+](=O)[O-])cn2)c1, predict the reactants needed to synthesize it. (6) Given the product CC(C)(C)C(=O)ON[C@H]1CSc2cccc(Oc3ccccc3)c2NC1=O, predict the reactants needed to synthesize it. The reactants are: CC(C)(C)C(=O)ON[C@@H](CSc1cccc(Oc2ccccc2)c1N)C(=O)O. (7) The reactants are: COc1ccc(-c2csc3c2-n2cccc2C3=O)cc1OC. Given the product COc1ccc(-c2csc3c2-n2cccc2C3=O)cc1O, predict the reactants needed to synthesize it.